This data is from Catalyst prediction with 721,799 reactions and 888 catalyst types from USPTO. The task is: Predict which catalyst facilitates the given reaction. (1) Reactant: [Br:1][C:2]1[CH:9]=[CH:8][C:7]([C:10]([F:13])([F:12])[F:11])=[CH:6][C:3]=1[CH:4]=O.[NH:14]1[CH2:19][CH2:18][O:17][CH2:16][CH2:15]1.[BH4-].[Na+]. Product: [Br:1][C:2]1[CH:9]=[CH:8][C:7]([C:10]([F:13])([F:12])[F:11])=[CH:6][C:3]=1[CH2:4][N:14]1[CH2:19][CH2:18][O:17][CH2:16][CH2:15]1. The catalyst class is: 2. (2) Reactant: [Cl:1][C:2]1[S:6][C:5]([NH:7][C:8](=[O:16])[CH2:9][C:10]2[CH:15]=[CH:14][CH:13]=[CH:12][CH:11]=2)=[C:4]([C:17]([O:19]C)=O)[C:3]=1[CH3:21].ClCl.ClN1C(=O)CCC1=O. Product: [Cl:1][C:2]1[S:6][C:5]2[NH:7][C:8](=[O:16])[C:9]([C:10]3[CH:11]=[CH:12][CH:13]=[CH:14][CH:15]=3)=[C:17]([OH:19])[C:4]=2[C:3]=1[CH3:21]. The catalyst class is: 182. (3) Product: [F:1][CH:2]([F:5])[CH2:3][O:4][C:14]1[CH:15]=[N:16][CH:17]=[CH:18][C:19]=1[C:20]1[O:21][C:22]2[CH:28]=[CH:27][C:26]([C:29]([F:31])([F:32])[F:30])=[CH:25][C:23]=2[CH:24]=1. The catalyst class is: 6. Reactant: [F:1][CH:2]([F:5])[CH2:3][OH:4].CN(C=O)C.[H-].[Na+].F[C:14]1[CH:15]=[N:16][CH:17]=[CH:18][C:19]=1[C:20]1[O:21][C:22]2[CH:28]=[CH:27][C:26]([C:29]([F:32])([F:31])[F:30])=[CH:25][C:23]=2[CH:24]=1. (4) Reactant: B1(C)OC(C2C=CC=CC=2)(C2C=CC=CC=2)[C@@H]2N1CCC2.S(C)C.[Cl:25][C:26]1[C:31]([F:32])=[CH:30][CH:29]=[C:28]([Cl:33])[C:27]=1[C:34](=[O:36])[CH3:35].Cl. Product: [Cl:25][C:26]1[C:31]([F:32])=[CH:30][CH:29]=[C:28]([Cl:33])[C:27]=1[C@@H:34]([OH:36])[CH3:35]. The catalyst class is: 138. (5) Reactant: [N:1]([CH:4]1[CH2:9][CH:8]([C:10]2[CH:15]=[CH:14][CH:13]=[C:12]([F:16])[C:11]=2[F:17])[CH2:7][N:6]([CH2:18][C:19]([F:22])([F:21])[F:20])[C:5]1=[O:23])=[N+]=[N-].[C:24](O[C:32]([O:34][C:35]([CH3:38])([CH3:37])[CH3:36])=[O:33])([O:26][C:27]([CH3:30])([CH3:29])[CH3:28])=[O:25]. Product: [NH:6]([CH2:7][CH3:8])[CH2:5][CH3:4].[C:27]([O:26][C:24](=[O:25])[NH:1][C@@H:4]1[CH2:9][C@H:8]([C:10]2[CH:15]=[CH:14][CH:13]=[C:12]([F:16])[C:11]=2[F:17])[CH2:7][N:6]([CH2:18][C:19]([F:22])([F:21])[F:20])[C:5]1=[O:23])([CH3:30])([CH3:29])[CH3:28].[C:35]([O:34][C:32](=[O:33])[NH:1][C@H:4]1[CH2:9][C@@H:8]([C:10]2[CH:15]=[CH:14][CH:13]=[C:12]([F:16])[C:11]=2[F:17])[CH2:7][N:6]([CH2:18][C:19]([F:22])([F:20])[F:21])[C:5]1=[O:23])([CH3:36])([CH3:37])[CH3:38]. The catalyst class is: 50. (6) Reactant: [CH3:1][O:2][C:3]1[CH:4]=[C:5]([N:12]2[CH2:17][CH2:16][N:15]([CH:18]3[CH2:23][CH2:22][N:21](C(OC(C)(C)C)=O)[CH2:20][CH2:19]3)[CH2:14][CH2:13]2)[CH:6]=[CH:7][C:8]=1[N+:9]([O-:11])=[O:10].C(O)(C(F)(F)F)=O. Product: [CH3:1][O:2][C:3]1[CH:4]=[C:5]([N:12]2[CH2:13][CH2:14][N:15]([CH:18]3[CH2:23][CH2:22][NH:21][CH2:20][CH2:19]3)[CH2:16][CH2:17]2)[CH:6]=[CH:7][C:8]=1[N+:9]([O-:11])=[O:10]. The catalyst class is: 2.